Task: Predict the reactants needed to synthesize the given product.. Dataset: Full USPTO retrosynthesis dataset with 1.9M reactions from patents (1976-2016) Given the product [CH3:21][C:22]1[CH:29]=[CH:28][C:25]([CH2:26][N:12]2[C:13]3[CH:1]=[N:2][C:3]([C:14]([NH:32][OH:30])=[O:16])=[CH:4][C:5]=3[C:6]3[C:11]2=[CH:10][CH:9]=[CH:8][CH:7]=3)=[CH:24][CH:23]=1, predict the reactants needed to synthesize it. The reactants are: [CH:1]1[C:13]2[NH:12][C:11]3[C:6](=[CH:7][CH:8]=[CH:9][CH:10]=3)[C:5]=2[CH:4]=[C:3]([C:14]([O:16]CC)=O)[N:2]=1.[H-].[Na+].[CH3:21][C:22]1[CH:29]=[CH:28][C:25]([CH2:26]Br)=[CH:24][CH:23]=1.[OH-:30].[Na+].[NH2:32]O.